From a dataset of Catalyst prediction with 721,799 reactions and 888 catalyst types from USPTO. Predict which catalyst facilitates the given reaction. (1) Reactant: [CH2:1]([N:8]1[C:16]2[C:15](=[O:17])[NH:14][C:13](=[O:18])[N:12]([CH3:19])[C:11]=2[N:10]=[CH:9]1)[C:2]1[CH:7]=[CH:6][CH:5]=[CH:4][CH:3]=1.C(=O)([O-])[O-].[K+].[K+].[CH2:26]1[O:35][C:29]([CH3:34])([CH2:30][CH2:31][CH2:32]Cl)[O:28][CH2:27]1. Product: [CH2:1]([N:8]1[C:16]2[C:15](=[O:17])[N:14]([CH2:32][CH2:31][CH2:30][C:29]3([O:35][CH2:26][CH2:27][O:28]3)[CH3:34])[C:13](=[O:18])[N:12]([CH3:19])[C:11]=2[N:10]=[CH:9]1)[C:2]1[CH:7]=[CH:6][CH:5]=[CH:4][CH:3]=1. The catalyst class is: 9. (2) Reactant: [NH2:1][C:2]([NH2:4])=[S:3].[C:5]([O:9][C:10]([N:12]1[CH2:17][CH2:16][CH:15]([C:18](=O)[CH2:19]Br)[CH2:14][CH2:13]1)=[O:11])([CH3:8])([CH3:7])[CH3:6].C(=O)([O-])[O-].[Na+].[Na+]. Product: [C:5]([O:9][C:10]([N:12]1[CH2:17][CH2:16][CH:15]([C:18]2[N:1]=[C:2]([NH2:4])[S:3][CH:19]=2)[CH2:14][CH2:13]1)=[O:11])([CH3:8])([CH3:7])[CH3:6]. The catalyst class is: 32.